Dataset: Forward reaction prediction with 1.9M reactions from USPTO patents (1976-2016). Task: Predict the product of the given reaction. (1) Given the reactants C([O:4][CH2:5][C:6]1[N:7]([CH2:23][C:24]2[CH:29]=[CH:28][N:27]=[CH:26][CH:25]=2)[C:8]([S:14][C:15]2[CH:20]=[C:19]([Cl:21])[CH:18]=[C:17]([Cl:22])[CH:16]=2)=[C:9]([CH:11]([CH3:13])[CH3:12])[N:10]=1)(=O)C.[OH-].[Na+], predict the reaction product. The product is: [OH:4][CH2:5][C:6]1[N:7]([CH2:23][C:24]2[CH:25]=[CH:26][N:27]=[CH:28][CH:29]=2)[C:8]([S:14][C:15]2[CH:16]=[C:17]([Cl:22])[CH:18]=[C:19]([Cl:21])[CH:20]=2)=[C:9]([CH:11]([CH3:13])[CH3:12])[N:10]=1. (2) Given the reactants Cl[C:2]1[CH:20]=[CH:19][C:5]([C:6]([NH:8][C:9]2[CH:18]=[C:17]3[C:12]([CH:13]=[CH:14][CH:15]=[N:16]3)=[CH:11][CH:10]=2)=[O:7])=[CH:4][N:3]=1.[F:21][C:22]([F:33])([F:32])[C:23]1[CH:28]=[CH:27][C:26](B(O)O)=[CH:25][CH:24]=1.C(=O)([O-])[O-].[Na+].[Na+], predict the reaction product. The product is: [N:16]1[C:17]2[C:12](=[CH:11][CH:10]=[C:9]([NH:8][C:6](=[O:7])[C:5]3[CH:19]=[CH:20][C:2]([C:26]4[CH:27]=[CH:28][C:23]([C:22]([F:33])([F:32])[F:21])=[CH:24][CH:25]=4)=[N:3][CH:4]=3)[CH:18]=2)[CH:13]=[CH:14][CH:15]=1. (3) Given the reactants [Cl:1][C:2]1[CH:3]=[C:4]([C:9]([OH:30])([C:26]([F:29])([F:28])[F:27])/[CH:10]=[CH:11]/[C:12]2[CH:24]=[CH:23][C:15]([C:16]([O:18]C(C)(C)C)=[O:17])=[C:14]([CH3:25])[CH:13]=2)[CH:5]=[C:6]([Cl:8])[CH:7]=1.[C:31](C1C=C(C(C)(C)C)C=CC=1OP(OC1C=CC(C(C)(C)C)=CC=1C(C)(C)C)OC1C=CC(C(C)(C)C)=CC=1C(C)(C)C)(C)(C)C.[H][H].CC1C=CC(S(O)(=O)=O)=CC=1, predict the reaction product. The product is: [Cl:8][C:6]1[CH:5]=[C:4]([C:9]2([C:26]([F:28])([F:29])[F:27])[CH2:10][C:11]([C:12]3[CH:24]=[CH:23][C:15]([C:16]([OH:18])=[O:17])=[C:14]([CH3:25])[CH:13]=3)=[CH:31][O:30]2)[CH:3]=[C:2]([Cl:1])[CH:7]=1. (4) Given the reactants [CH3:1][NH:2][C:3]([C:5]1[C:6]([C:13]2[CH:18]=[CH:17][CH:16]=[CH:15][CH:14]=2)=[N:7][O:8][C:9]=1[C:10]([OH:12])=O)=[O:4].O/[N:20]=[C:21](/[C:23]1[CH:40]=[CH:39][C:26]([CH2:27][N:28]2[CH2:31][CH:30]([C:32]([O:34][C:35]([CH3:38])([CH3:37])[CH3:36])=[O:33])[CH2:29]2)=[CH:25][CH:24]=1)\[NH2:22].C1C=CC2N(O)N=NC=2C=1.C(Cl)CCl.C(N(C(C)C)CC)(C)C, predict the reaction product. The product is: [CH3:1][NH:2][C:3]([C:5]1[C:6]([C:13]2[CH:18]=[CH:17][CH:16]=[CH:15][CH:14]=2)=[N:7][O:8][C:9]=1[C:10]1[O:12][N:22]=[C:21]([C:23]2[CH:24]=[CH:25][C:26]([CH2:27][N:28]3[CH2:29][CH:30]([C:32]([O:34][C:35]([CH3:36])([CH3:38])[CH3:37])=[O:33])[CH2:31]3)=[CH:39][CH:40]=2)[N:20]=1)=[O:4]. (5) Given the reactants Br[C:2]1[CH:7]=[CH:6][CH:5]=[C:4]([S:8]([CH3:11])(=[O:10])=[O:9])[CH:3]=1.[OH:12][CH2:13][C:14]1[CH:19]=[CH:18][C:17](B(O)O)=[CH:16][CH:15]=1.C1C=CC(P(C2C=CC=CC=2)C2C=CC=CC=2)=CC=1.N(CC)CC.C([O-])(O)=O.[Na+], predict the reaction product. The product is: [CH3:11][S:8]([C:4]1[CH:3]=[C:2]([C:17]2[CH:18]=[CH:19][C:14]([CH2:13][OH:12])=[CH:15][CH:16]=2)[CH:7]=[CH:6][CH:5]=1)(=[O:10])=[O:9]. (6) Given the reactants [OH:1][CH:2]([CH2:20][CH3:21])[C:3]([N:5]1[CH2:10][CH2:9][C:8]2[N:11]=[C:12]([C:14]3[CH:19]=[CH:18][CH:17]=[CH:16][CH:15]=3)[O:13][C:7]=2[CH2:6]1)=S.[CH2:22]([O:24][C:25]([NH:27][NH2:28])=[O:26])[CH3:23], predict the reaction product. The product is: [OH:1][CH:2]([CH2:20][CH3:21])[C:3](=[N:28][NH:27][C:25]([O:24][CH2:22][CH3:23])=[O:26])[N:5]1[CH2:10][CH2:9][C:8]2[N:11]=[C:12]([C:14]3[CH:19]=[CH:18][CH:17]=[CH:16][CH:15]=3)[O:13][C:7]=2[CH2:6]1.